Dataset: Forward reaction prediction with 1.9M reactions from USPTO patents (1976-2016). Task: Predict the product of the given reaction. (1) Given the reactants [CH3:1][O:2][C:3]1[CH:4]=[C:5]([CH2:11][C:12](=O)[CH3:13])[CH:6]=[CH:7][C:8]=1[O:9][CH3:10].C([O-])(=O)C.[NH4+].C([O-])(=O)C.[Na+].C([BH3-])#[N:26].[Na+], predict the reaction product. The product is: [CH3:1][O:2][C:3]1[CH:4]=[C:5]([CH2:11][CH:12]([NH2:26])[CH3:13])[CH:6]=[CH:7][C:8]=1[O:9][CH3:10]. (2) Given the reactants [OH-].[K+].[C:3]([O:7][C@@H:8]([C:15]1[C:16]([CH3:47])=[N:17][C:18]([CH3:46])=[C:19]([C:30]2[CH:35]=[CH:34][C:33]([O:36][CH2:37][CH2:38][C:39]3[CH:44]=[CH:43][C:42]([F:45])=[CH:41][CH:40]=3)=[CH:32][CH:31]=2)[C:20]=1[N:21]1[CH2:26][CH2:25][C:24]([O:28][CH3:29])([CH3:27])[CH2:23][CH2:22]1)[C:9]([O:11]C(C)C)=[O:10])([CH3:6])([CH3:5])[CH3:4].Cl, predict the reaction product. The product is: [C:3]([O:7][C@@H:8]([C:15]1[C:16]([CH3:47])=[N:17][C:18]([CH3:46])=[C:19]([C:30]2[CH:31]=[CH:32][C:33]([O:36][CH2:37][CH2:38][C:39]3[CH:44]=[CH:43][C:42]([F:45])=[CH:41][CH:40]=3)=[CH:34][CH:35]=2)[C:20]=1[N:21]1[CH2:22][CH2:23][C:24]([O:28][CH3:29])([CH3:27])[CH2:25][CH2:26]1)[C:9]([OH:11])=[O:10])([CH3:6])([CH3:5])[CH3:4]. (3) Given the reactants [CH:1]1([NH:4][S:5]([C:8]2[CH:13]=[C:12]([N+:14]([O-])=O)[CH:11]=[CH:10][C:9]=2[F:17])(=[O:7])=[O:6])[CH2:3][CH2:2]1.Cl.Cl[Sn]Cl.[OH-].[Na+], predict the reaction product. The product is: [NH2:14][C:12]1[CH:11]=[CH:10][C:9]([F:17])=[C:8]([S:5]([NH:4][CH:1]2[CH2:2][CH2:3]2)(=[O:7])=[O:6])[CH:13]=1. (4) Given the reactants Cl[C:2]1[CH:7]=[C:6]([C:8]2[CH:13]=[CH:12][CH:11]=[C:10]([Cl:14])[C:9]=2[Cl:15])[N:5]=[C:4]([NH2:16])[N:3]=1.[S:17]1[CH:21]=[C:20]([C:22]2[CH:27]=[CH:26][C:25]([CH2:28][NH2:29])=[CH:24][CH:23]=2)[N:19]=[N:18]1.C(N(CC)CC)C, predict the reaction product. The product is: [Cl:15][C:9]1[C:10]([Cl:14])=[CH:11][CH:12]=[CH:13][C:8]=1[C:6]1[N:5]=[C:4]([NH2:16])[N:3]=[C:2]([NH:29][CH2:28][C:25]2[CH:24]=[CH:23][C:22]([C:20]3[N:19]=[N:18][S:17][CH:21]=3)=[CH:27][CH:26]=2)[CH:7]=1. (5) Given the reactants Cl[C:2]1[CH:7]=[CH:6][N:5]2[N:8]=[CH:9][CH:10]=[C:4]2[N:3]=1.[CH3:11][O:12][C@H:13]1[CH2:18][CH2:17][C@H:16]([NH2:19])[CH2:15][CH2:14]1.O, predict the reaction product. The product is: [CH3:11][O:12][C@H:13]1[CH2:18][CH2:17][C@H:16]([NH:19][C:2]2[CH:7]=[CH:6][N:5]3[N:8]=[CH:9][CH:10]=[C:4]3[N:3]=2)[CH2:15][CH2:14]1. (6) Given the reactants Br[C:2]1[CH:7]=[CH:6][C:5]([CH3:8])=[C:4]([F:9])[CH:3]=1.[CH3:10][N:11]1[CH2:16][CH2:15][CH:14]=[C:13]([C:17]([O:19][CH3:20])=[O:18])[CH2:12]1, predict the reaction product. The product is: [F:9][C:4]1[CH:3]=[C:2]([CH:14]2[CH2:15][CH2:16][N:11]([CH3:10])[CH2:12][CH:13]2[C:17]([O:19][CH3:20])=[O:18])[CH:7]=[CH:6][C:5]=1[CH3:8]. (7) Given the reactants [C:1]1(=[O:14])[O:13][CH2:12][CH2:11][CH2:10][CH2:9][CH2:8][CH2:7][CH2:6][CH2:5][CH2:4][CH2:3][CH2:2]1.[BrH:15], predict the reaction product. The product is: [Br:15][CH2:12][CH2:11][CH2:10][CH2:9][CH2:8][CH2:7][CH2:6][CH2:5][CH2:4][CH2:3][CH2:2][C:1]([OH:13])=[O:14]. (8) Given the reactants [NH:1]1[CH2:5][CH2:4][CH:3]([NH:6][C:7]2[C:8]3[CH:9]=[CH:10][N:11]=[CH:12][C:13]=3[CH:14]=[CH:15][CH:16]=2)[CH2:2]1.[C:17]([O:20][CH2:21][CH2:22][O:23][C:24]1[CH:29]=[CH:28][CH:27]=[C:26]([CH:30]=O)[CH:25]=1)(=[O:19])[CH3:18].C(O[BH-](OC(=O)C)OC(=O)C)(=O)C.[Na+], predict the reaction product. The product is: [C:17]([O:20][CH2:21][CH2:22][O:23][C:24]1[CH:29]=[CH:28][CH:27]=[C:26]([CH2:30][N:1]2[CH2:5][CH2:4][CH:3]([NH:6][C:7]3[CH:16]=[CH:15][CH:14]=[C:13]4[C:8]=3[CH:9]=[CH:10][N:11]=[CH:12]4)[CH2:2]2)[CH:25]=1)(=[O:19])[CH3:18].